Dataset: Forward reaction prediction with 1.9M reactions from USPTO patents (1976-2016). Task: Predict the product of the given reaction. Given the reactants [Br:1][CH2:2][CH2:3][C:4]1[C:12]([CH3:13])=[C:11]([CH3:14])[CH:10]=[C:9]2[C:5]=1[CH2:6][CH:7]([CH3:17])[CH:8]2OC.CC1C=CC(S(O)(=O)=O)=CC=1.BrCCC1C(C)=C(C)C=C2C=1C=C(C)C2, predict the reaction product. The product is: [Br:1][CH2:2][CH2:3][C:4]1[C:12]([CH3:13])=[C:11]([CH3:14])[CH:10]=[C:9]2[C:5]=1[CH2:6][C:7]([CH3:17])=[CH:8]2.